This data is from Reaction yield outcomes from USPTO patents with 853,638 reactions. The task is: Predict the reaction yield, written as a fraction of the theoretical maximum amount of product (1.0 means a 100% yield; for example, 0.34 means a 34% yield). (1) The reactants are [Li]CCCC.Br[C:7]1[CH:12]=[CH:11][N:10]=[C:9]([CH3:13])[CH:8]=1.[Sn:14](Cl)([CH2:23][CH2:24][CH2:25][CH3:26])([CH2:19][CH2:20][CH2:21][CH3:22])[CH2:15][CH2:16][CH2:17][CH3:18]. The catalyst is CCOCC. The product is [CH3:13][C:9]1[CH:8]=[C:7]([Sn:14]([CH2:19][CH2:20][CH2:21][CH3:22])([CH2:23][CH2:24][CH2:25][CH3:26])[CH2:15][CH2:16][CH2:17][CH3:18])[CH:12]=[CH:11][N:10]=1. The yield is 0.470. (2) The reactants are CC(C1C=C(C(C)C)C(C2C(P(C(C)(C)C)C(C)(C)C)=CC=CC=2)=C(C(C)C)C=1)C.Br[C:32]1[N:33]=[C:34]2[CH:40]=[C:39]([C:41]3[CH:42]=[N:43][N:44]([CH3:46])[CH:45]=3)[N:38]([CH2:47][O:48][CH2:49][CH2:50][Si:51]([CH3:54])([CH3:53])[CH3:52])[C:35]2=[N:36][CH:37]=1.[NH:55]([C:57]([O:59][C:60]([CH3:63])([CH3:62])[CH3:61])=[O:58])[NH2:56].CC([O-])(C)C.[Na+]. The catalyst is C1C=CC(/C=C/C(/C=C/C2C=CC=CC=2)=O)=CC=1.C1C=CC(/C=C/C(/C=C/C2C=CC=CC=2)=O)=CC=1.C1C=CC(/C=C/C(/C=C/C2C=CC=CC=2)=O)=CC=1.[Pd].[Pd].O1CCOCC1. The product is [CH3:46][N:44]1[CH:45]=[C:41]([C:39]2[N:38]([CH2:47][O:48][CH2:49][CH2:50][Si:51]([CH3:54])([CH3:53])[CH3:52])[C:35]3=[N:36][CH:37]=[C:32]([NH:56][NH:55][C:57]([O:59][C:60]([CH3:63])([CH3:62])[CH3:61])=[O:58])[N:33]=[C:34]3[CH:40]=2)[CH:42]=[N:43]1. The yield is 0.330. (3) The reactants are [OH:1][CH2:2][C@@H:3]1[CH2:8][N:7]2[CH2:9][CH2:10][CH2:11][C@H:6]2[C:5](=[O:12])[N:4]1[CH3:13].C(N(CC)CC)C.[CH3:21][S:22](Cl)(=[O:24])=[O:23]. The catalyst is ClCCl. The product is [CH3:21][S:22]([O:1][CH2:2][C@@H:3]1[CH2:8][N:7]2[CH2:9][CH2:10][CH2:11][C@H:6]2[C:5](=[O:12])[N:4]1[CH3:13])(=[O:24])=[O:23]. The yield is 0.750. (4) The reactants are [F:1][C:2]([F:20])([F:19])[C:3]1(C(O)=O)[CH:7]=[CH:6][N:5]([C:8]2[CH:13]=[CH:12][CH:11]=[C:10]([C:14]#[N:15])[CH:9]=2)[NH:4]1.S(Cl)(Cl)=O.[NH:25]1[C:33]2[C:28](=[CH:29][C:30]([C:34]3[CH:39]=[CH:38][CH:37]=[CH:36][C:35]=3[S:40]([NH:43]C(C)(C)C)(=[O:42])=[O:41])=[CH:31][CH:32]=2)[CH2:27][CH2:26]1.[H-].[Na+].C1C[O:53][CH2:52]C1. The catalyst is C(#N)C. The product is [C:14]([C:10]1[CH:9]=[C:8]([N:5]2[C:6]([C:52]([N:25]3[C:33]4[C:28](=[CH:29][C:30]([C:34]5[CH:39]=[CH:38][CH:37]=[CH:36][C:35]=5[S:40]([NH2:43])(=[O:42])=[O:41])=[CH:31][CH:32]=4)[CH2:27][CH2:26]3)=[O:53])=[CH:7][C:3]([C:2]([F:1])([F:19])[F:20])=[N:4]2)[CH:13]=[CH:12][CH:11]=1)#[N:15]. The yield is 0.920. (5) The reactants are Br[C:2]1[CH:3]=[C:4]([CH:6]=[C:7]([CH3:9])[CH:8]=1)[NH2:5].[B:10]1([B:10]2[O:14][C:13]([CH3:16])([CH3:15])[C:12]([CH3:18])([CH3:17])[O:11]2)[O:14][C:13]([CH3:16])([CH3:15])[C:12]([CH3:18])([CH3:17])[O:11]1.C([O-])(=O)C.[K+]. The catalyst is C(=CC(C=CC1C=CC=CC=1)=O)C1C=CC=CC=1.[Pd].C1(P(C2CCCCC2)C2C=CC=CC=2C2C(C(C)C)=CC(C(C)C)=CC=2C(C)C)CCCCC1.O1CCOCC1. The product is [CH3:9][C:7]1[CH:6]=[C:4]([CH:3]=[C:2]([B:10]2[O:14][C:13]([CH3:16])([CH3:15])[C:12]([CH3:18])([CH3:17])[O:11]2)[CH:8]=1)[NH2:5]. The yield is 0.880. (6) The reactants are [F:1][C:2]1[CH:7]=[CH:6][C:5]([CH:8]2[CH2:13][CH2:12][N:11]([C:14]([C:16]3[CH:17]=[N:18][C:19]([Cl:24])=[C:20]([Cl:23])[C:21]=3Cl)=[O:15])[CH2:10][CH2:9]2)=[CH:4][CH:3]=1.[CH2:25]([C:27]1[CH:33]=[CH:32][C:30]([NH2:31])=[CH:29][CH:28]=1)[CH3:26]. No catalyst specified. The product is [Cl:23][C:20]1[C:21]([NH:31][C:30]2[CH:32]=[CH:33][C:27]([CH2:25][CH3:26])=[CH:28][CH:29]=2)=[C:16]([C:14]([N:11]2[CH2:12][CH2:13][CH:8]([C:5]3[CH:6]=[CH:7][C:2]([F:1])=[CH:3][CH:4]=3)[CH2:9][CH2:10]2)=[O:15])[CH:17]=[N:18][C:19]=1[Cl:24]. The yield is 0.790. (7) The reactants are [Cl:1][C:2]1[CH:3]=[CH:4][C:5]([N:14]2[CH:18]=[N:17][N:16]=[N:15]2)=[C:6](/[CH:8]=[CH:9]/[C:10]([O:12]C)=[O:11])[CH:7]=1.[OH-].[Na+].Cl. No catalyst specified. The product is [Cl:1][C:2]1[CH:3]=[CH:4][C:5]([N:14]2[CH:18]=[N:17][N:16]=[N:15]2)=[C:6](/[CH:8]=[CH:9]/[C:10]([OH:12])=[O:11])[CH:7]=1. The yield is 0.940. (8) The reactants are [Cl:1][C:2]1[C:3]([O:12][C:13]2[CH:18]=[C:17]([O:19][CH2:20][CH2:21][CH3:22])[CH:16]=[CH:15][C:14]=2[CH2:23][CH2:24][C:25](OCC)=[O:26])=[N:4][CH:5]=[C:6]([C:8]([F:11])([F:10])[F:9])[CH:7]=1.[H-].[Al+3].[Li+].[H-].[H-].[H-].O.O.O.O.O.O.O.O.O.O.S([O-])([O-])(=O)=O.[Na+].[Na+]. The catalyst is O1CCCC1. The product is [Cl:1][C:2]1[C:3]([O:12][C:13]2[CH:18]=[C:17]([O:19][CH2:20][CH2:21][CH3:22])[CH:16]=[CH:15][C:14]=2[CH2:23][CH2:24][CH2:25][OH:26])=[N:4][CH:5]=[C:6]([C:8]([F:11])([F:10])[F:9])[CH:7]=1. The yield is 0.840. (9) The reactants are [CH2:1]([O:3][CH:4]([O:8][CH2:9][CH3:10])[C@@H:5]([NH2:7])[CH3:6])[CH3:2].[S:11]1[CH:15]=[C:14]([CH:16]=O)[C:13]2[CH:18]=[CH:19][CH:20]=[CH:21][C:12]1=2. No catalyst specified. The product is [S:11]1[CH:15]=[C:14]([CH2:16][NH:7][C@@H:5]([CH3:6])[CH:4]([O:8][CH2:9][CH3:10])[O:3][CH2:1][CH3:2])[C:13]2[CH:18]=[CH:19][CH:20]=[CH:21][C:12]1=2. The yield is 0.970. (10) The reactants are [CH3:1][C:2]1[CH:3]=[C:4]([C:11]2[O:12][CH:13]=[CH:14][N:15]=2)[CH:5]=[CH:6][C:7]=1[N+:8]([O-])=O.C([O-])=O.[NH4+]. The catalyst is [Pd].CO. The product is [CH3:1][C:2]1[CH:3]=[C:4]([C:11]2[O:12][CH:13]=[CH:14][N:15]=2)[CH:5]=[CH:6][C:7]=1[NH2:8]. The yield is 0.560.